This data is from Reaction yield outcomes from USPTO patents with 853,638 reactions. The task is: Predict the reaction yield, written as a fraction of the theoretical maximum amount of product (1.0 means a 100% yield; for example, 0.34 means a 34% yield). (1) The reactants are [CH3:1][O:2][C:3]1[CH:8]=[CH:7][C:6]([C:9]2O[C:13](=[O:15])[C:12]3[CH:16]=[CH:17][CH:18]=[CH:19][C:11]=3[N:10]=2)=[CH:5][CH:4]=1.[CH2:20]([NH2:28])[CH2:21][C:22]1[CH:27]=[CH:26][CH:25]=[CH:24][CH:23]=1. No catalyst specified. The product is [CH3:1][O:2][C:3]1[CH:4]=[CH:5][C:6]([C:9]2[N:28]([CH2:20][CH2:21][C:22]3[CH:27]=[CH:26][CH:25]=[CH:24][CH:23]=3)[C:13](=[O:15])[C:12]3[C:11](=[CH:19][CH:18]=[CH:17][CH:16]=3)[N:10]=2)=[CH:7][CH:8]=1. The yield is 0.500. (2) The reactants are [NH2:1][C:2]1([CH2:8][OH:9])[CH2:7][CH2:6][CH2:5][CH2:4][CH2:3]1.[CH3:10]O.C=O. The catalyst is CO.O. The product is [NH:1]1[C:2]2([CH2:7][CH2:6][CH2:5][CH2:4][CH2:3]2)[CH2:8][O:9][CH2:10]1. The yield is 0.830.